This data is from NCI-60 drug combinations with 297,098 pairs across 59 cell lines. The task is: Regression. Given two drug SMILES strings and cell line genomic features, predict the synergy score measuring deviation from expected non-interaction effect. (1) Drug 1: CC1CCCC2(C(O2)CC(NC(=O)CC(C(C(=O)C(C1O)C)(C)C)O)C(=CC3=CSC(=N3)C)C)C. Drug 2: COCCOC1=C(C=C2C(=C1)C(=NC=N2)NC3=CC=CC(=C3)C#C)OCCOC.Cl. Cell line: SR. Synergy scores: CSS=98.2, Synergy_ZIP=45.6, Synergy_Bliss=63.4, Synergy_Loewe=-12.0, Synergy_HSA=36.6. (2) Drug 1: CC1C(C(=O)NC(C(=O)N2CCCC2C(=O)N(CC(=O)N(C(C(=O)O1)C(C)C)C)C)C(C)C)NC(=O)C3=C4C(=C(C=C3)C)OC5=C(C(=O)C(=C(C5=N4)C(=O)NC6C(OC(=O)C(N(C(=O)CN(C(=O)C7CCCN7C(=O)C(NC6=O)C(C)C)C)C)C(C)C)C)N)C. Drug 2: C1=CC=C(C(=C1)C(C2=CC=C(C=C2)Cl)C(Cl)Cl)Cl. Cell line: MDA-MB-231. Synergy scores: CSS=16.9, Synergy_ZIP=0.538, Synergy_Bliss=3.60, Synergy_Loewe=-3.99, Synergy_HSA=2.34. (3) Drug 1: COC1=C(C=C2C(=C1)N=CN=C2NC3=CC(=C(C=C3)F)Cl)OCCCN4CCOCC4. Drug 2: C1=CC=C(C(=C1)C(C2=CC=C(C=C2)Cl)C(Cl)Cl)Cl. Cell line: UO-31. Synergy scores: CSS=26.7, Synergy_ZIP=0.131, Synergy_Bliss=0.172, Synergy_Loewe=-9.44, Synergy_HSA=0.457. (4) Drug 1: CC1C(C(CC(O1)OC2CC(CC3=C2C(=C4C(=C3O)C(=O)C5=C(C4=O)C(=CC=C5)OC)O)(C(=O)CO)O)N)O.Cl. Drug 2: CC1CCCC2(C(O2)CC(NC(=O)CC(C(C(=O)C(C1O)C)(C)C)O)C(=CC3=CSC(=N3)C)C)C. Cell line: NCI-H522. Synergy scores: CSS=48.1, Synergy_ZIP=1.69, Synergy_Bliss=-1.80, Synergy_Loewe=-21.9, Synergy_HSA=-0.423. (5) Drug 1: C1=CC=C(C(=C1)C(C2=CC=C(C=C2)Cl)C(Cl)Cl)Cl. Drug 2: C1=NC2=C(N=C(N=C2N1C3C(C(C(O3)CO)O)F)Cl)N. Cell line: UO-31. Synergy scores: CSS=6.83, Synergy_ZIP=-1.39, Synergy_Bliss=1.99, Synergy_Loewe=-4.14, Synergy_HSA=1.67. (6) Drug 1: CCCS(=O)(=O)NC1=C(C(=C(C=C1)F)C(=O)C2=CNC3=C2C=C(C=N3)C4=CC=C(C=C4)Cl)F. Drug 2: C1CCC(C(C1)N)N.C(=O)(C(=O)[O-])[O-].[Pt+4]. Cell line: NCI/ADR-RES. Synergy scores: CSS=27.3, Synergy_ZIP=1.48, Synergy_Bliss=9.60, Synergy_Loewe=-16.4, Synergy_HSA=8.77. (7) Drug 1: CC(C1=C(C=CC(=C1Cl)F)Cl)OC2=C(N=CC(=C2)C3=CN(N=C3)C4CCNCC4)N. Drug 2: C1CC(=O)NC(=O)C1N2C(=O)C3=CC=CC=C3C2=O. Cell line: U251. Synergy scores: CSS=2.81, Synergy_ZIP=2.32, Synergy_Bliss=7.78, Synergy_Loewe=0.958, Synergy_HSA=2.52. (8) Drug 1: C1CCN(CC1)CCOC2=CC=C(C=C2)C(=O)C3=C(SC4=C3C=CC(=C4)O)C5=CC=C(C=C5)O. Drug 2: CCN(CC)CCNC(=O)C1=C(NC(=C1C)C=C2C3=C(C=CC(=C3)F)NC2=O)C. Cell line: SF-539. Synergy scores: CSS=8.27, Synergy_ZIP=-3.77, Synergy_Bliss=-1.54, Synergy_Loewe=-0.742, Synergy_HSA=-0.717. (9) Synergy scores: CSS=28.7, Synergy_ZIP=9.19, Synergy_Bliss=9.89, Synergy_Loewe=-27.4, Synergy_HSA=6.50. Drug 2: CC1=C2C(C(=O)C3(C(CC4C(C3C(C(C2(C)C)(CC1OC(=O)C(C(C5=CC=CC=C5)NC(=O)OC(C)(C)C)O)O)OC(=O)C6=CC=CC=C6)(CO4)OC(=O)C)O)C)O. Drug 1: CN(C)C1=NC(=NC(=N1)N(C)C)N(C)C. Cell line: ACHN.